This data is from Reaction yield outcomes from USPTO patents with 853,638 reactions. The task is: Predict the reaction yield, written as a fraction of the theoretical maximum amount of product (1.0 means a 100% yield; for example, 0.34 means a 34% yield). (1) The reactants are [C:1]1([C:7]2[CH2:11][CH:10]([CH2:12][CH2:13][CH2:14][CH:15]=O)[O:9][N:8]=2)[CH:6]=[CH:5][CH:4]=[CH:3][CH:2]=1.Cl.[CH3:18][O:19][C:20]1[CH:25]=[CH:24][CH:23]=[CH:22][C:21]=1[N:26]1[CH2:31][CH2:30][NH:29][CH2:28][CH2:27]1.[BH-](OC(C)=O)(OC(C)=O)OC(C)=O.[Na+].C(N(C(C)C)CC)(C)C. The catalyst is C(Cl)Cl. The product is [CH3:18][O:19][C:20]1[CH:25]=[CH:24][CH:23]=[CH:22][C:21]=1[N:26]1[CH2:31][CH2:30][NH:29][CH2:28][CH:27]1[CH2:15][CH2:14][CH2:13][CH2:12][CH:10]1[O:9][N:8]=[C:7]([C:1]2[CH:2]=[CH:3][CH:4]=[CH:5][CH:6]=2)[CH2:11]1. The yield is 0.692. (2) The reactants are [O:1]1[C:5]2([CH2:10][CH2:9][CH:8]([OH:11])[CH2:7][CH2:6]2)[O:4][CH2:3][CH2:2]1.[C:12]1(O)[CH:17]=[CH:16][CH:15]=[CH:14][CH:13]=1.C1C=CC(P(C2C=CC=CC=2)C2C=CC=CC=2)=CC=1.N(C(OC(C)C)=O)=NC(OC(C)C)=O. The catalyst is C1COCC1. The product is [O:11]([CH:8]1[CH2:9][CH2:10][C:5]2([O:4][CH2:3][CH2:2][O:1]2)[CH2:6][CH2:7]1)[C:12]1[CH:17]=[CH:16][CH:15]=[CH:14][CH:13]=1. The yield is 0.520.